This data is from Reaction yield outcomes from USPTO patents with 853,638 reactions. The task is: Predict the reaction yield, written as a fraction of the theoretical maximum amount of product (1.0 means a 100% yield; for example, 0.34 means a 34% yield). (1) The reactants are [N:1]1[C:10]2[C:5](=[CH:6][C:7]([OH:11])=[CH:8][CH:9]=2)[CH:4]=[CH:3][CH:2]=1.[C:12](Cl)(=[O:14])[CH3:13]. The catalyst is N1C=CC=CC=1. The product is [N:1]1[C:10]2[C:5](=[CH:6][C:7]([O:11][C:12](=[O:14])[CH3:13])=[CH:8][CH:9]=2)[CH:4]=[CH:3][CH:2]=1. The yield is 0.690. (2) The reactants are [CH3:1][C:2]1[N:3]=[C:4]([NH:11][C:12](=[S:20])OC2C=CC=CC=2)[C:5]([O:9][CH3:10])=[N:6][C:7]=1[CH3:8].[CH3:21][O:22][C:23]1[CH:24]=[C:25]([N:31]2[CH2:36][CH2:35][NH:34][CH2:33][CH2:32]2)[CH:26]=[C:27]([O:29][CH3:30])[CH:28]=1.C1CCN2C(=NCCC2)CC1. The catalyst is O1CCCC1. The product is [CH3:1][C:2]1[N:3]=[C:4]([NH:11][C:12]([N:34]2[CH2:33][CH2:32][N:31]([C:25]3[CH:24]=[C:23]([O:22][CH3:21])[CH:28]=[C:27]([O:29][CH3:30])[CH:26]=3)[CH2:36][CH2:35]2)=[S:20])[C:5]([O:9][CH3:10])=[N:6][C:7]=1[CH3:8]. The yield is 0.715. (3) The reactants are [C:1]([O:5][C:6](=[O:38])[NH:7][CH:8]([C:32]1[CH:37]=[CH:36][CH:35]=[CH:34][CH:33]=1)[C:9]([NH:11][NH:12][C:13]([C@@H:15]1[CH2:21][CH2:20][C@@H:19]2[CH2:22][N:16]1[C:17](=[O:31])[N:18]2[O:23]CC1C=CC=CC=1)=[O:14])=[O:10])([CH3:4])([CH3:3])[CH3:2]. The catalyst is CO.[Pd]. The product is [C:1]([O:5][C:6](=[O:38])[NH:7][CH:8]([C:32]1[CH:37]=[CH:36][CH:35]=[CH:34][CH:33]=1)[C:9]([NH:11][NH:12][C:13]([C@@H:15]1[CH2:21][CH2:20][C@@H:19]2[CH2:22][N:16]1[C:17](=[O:31])[N:18]2[OH:23])=[O:14])=[O:10])([CH3:4])([CH3:2])[CH3:3]. The yield is 1.00. (4) The reactants are [OH-].[Na+].Cl[CH2:4][C@H:5]([OH:8])[CH2:6][OH:7].[C:9]1([C:11](=[CH:13][CH:14]=[CH:15][CH:16]=1)[OH:12])[OH:10].Cl. The catalyst is O. The product is [OH:10][C:9]1[CH:16]=[CH:15][CH:14]=[CH:13][C:11]=1[O:12][CH2:4][C@H:5]([OH:8])[CH2:6][OH:7]. The yield is 0.810.